Dataset: Retrosynthesis with 50K atom-mapped reactions and 10 reaction types from USPTO. Task: Predict the reactants needed to synthesize the given product. (1) Given the product CCc1ncccc1-c1cccc(C(=O)CC(=O)Nc2cc(C(F)(F)F)c(OCC(F)(F)F)cc2NC(=O)OC(C)(C)C)c1, predict the reactants needed to synthesize it. The reactants are: CC(C)(C)OC(=O)Nc1cc(OCC(F)(F)F)c(C(F)(F)F)cc1N.CCc1ncccc1-c1cccc(C(=O)CC(=O)OC(C)(C)C)c1. (2) Given the product Oc1cccc2cc[nH]c12, predict the reactants needed to synthesize it. The reactants are: c1ccc(COc2cccc3cc[nH]c23)cc1. (3) Given the product CC(=O)NCc1cc(Br)cc2[nH]c(=O)c(=O)[nH]c12, predict the reactants needed to synthesize it. The reactants are: CC(=O)OC(C)=O.NCc1cc(Br)cc2[nH]c(=O)c(=O)[nH]c12. (4) The reactants are: CC(=O)OC(C)=O.CC(C)Nc1nc2c(nc1N1CCC(C(=O)c3cc(Cl)ccc3F)CC1)CCNC2.O=C(O)C(F)(F)F. Given the product O=C(O)C(F)(F)F, predict the reactants needed to synthesize it. (5) Given the product Cc1cc(Br)cc2c1NCC2C(C)C, predict the reactants needed to synthesize it. The reactants are: Cc1cc(Br)cc2c(C(C)C)c[nH]c12. (6) Given the product CC(=O)NC(C)Cn1cc(-c2ccccc2)c2ccccc2c1=O, predict the reactants needed to synthesize it. The reactants are: CC(=O)O.CC(N)Cn1cc(-c2ccccc2)c2ccccc2c1=O.